Dataset: NCI-60 drug combinations with 297,098 pairs across 59 cell lines. Task: Regression. Given two drug SMILES strings and cell line genomic features, predict the synergy score measuring deviation from expected non-interaction effect. (1) Drug 1: CC12CCC3C(C1CCC2=O)CC(=C)C4=CC(=O)C=CC34C. Drug 2: C1=NC(=NC(=O)N1C2C(C(C(O2)CO)O)O)N. Cell line: SF-268. Synergy scores: CSS=47.3, Synergy_ZIP=-0.0200, Synergy_Bliss=0.225, Synergy_Loewe=-3.63, Synergy_HSA=-1.31. (2) Drug 1: B(C(CC(C)C)NC(=O)C(CC1=CC=CC=C1)NC(=O)C2=NC=CN=C2)(O)O. Drug 2: CCC1=C2CN3C(=CC4=C(C3=O)COC(=O)C4(CC)O)C2=NC5=C1C=C(C=C5)O. Cell line: HCT116. Synergy scores: CSS=68.4, Synergy_ZIP=-0.0583, Synergy_Bliss=-0.422, Synergy_Loewe=-3.62, Synergy_HSA=0.756. (3) Drug 1: CC(C)(C#N)C1=CC(=CC(=C1)CN2C=NC=N2)C(C)(C)C#N. Drug 2: CC12CCC3C(C1CCC2OP(=O)(O)O)CCC4=C3C=CC(=C4)OC(=O)N(CCCl)CCCl.[Na+]. Cell line: UACC62. Synergy scores: CSS=7.96, Synergy_ZIP=-4.66, Synergy_Bliss=-7.16, Synergy_Loewe=-4.74, Synergy_HSA=-5.62.